From a dataset of Reaction yield outcomes from USPTO patents with 853,638 reactions. Predict the reaction yield, written as a fraction of the theoretical maximum amount of product (1.0 means a 100% yield; for example, 0.34 means a 34% yield). (1) The reactants are [O:1]=[C:2]([C:9]1[CH:10]=[C:11]2[CH:17]=[CH:16][O:15][C:12]2=[CH:13][N:14]=1)[CH2:3]C(OCC)=O.[OH-].[Na+]. The catalyst is C1(C)C=CC=CC=1. The product is [C:2]([C:9]1[CH:10]=[C:11]2[CH:17]=[CH:16][O:15][C:12]2=[CH:13][N:14]=1)(=[O:1])[CH3:3]. The yield is 0.510. (2) The reactants are C[O:2][C:3]1[CH:8]=[CH:7][CH:6]=[CH:5][C:4]=1[C:9]([C:11]1[S:12][C:13]([C:16]2[C:20]([CH3:21])=[C:19]([C:22]([F:25])([F:24])[F:23])[O:18][N:17]=2)=[CH:14][CH:15]=1)=[O:10].B(Br)(Br)Br. The catalyst is ClCCl. The product is [OH:2][C:3]1[CH:8]=[CH:7][CH:6]=[CH:5][C:4]=1[C:9]([C:11]1[S:12][C:13]([C:16]2[C:20]([CH3:21])=[C:19]([C:22]([F:25])([F:24])[F:23])[O:18][N:17]=2)=[CH:14][CH:15]=1)=[O:10]. The yield is 0.820. (3) The reactants are [CH:1]12[CH2:10][CH:7]([CH2:8][CH2:9]1)[C:6]1[CH:5]=[C:4]([C:11]([O:13][CH2:14][CH3:15])=[O:12])[NH:3][C:2]2=1.[H-].[Na+].Br[CH2:19][C:20]#[N:21].O. The catalyst is CN(C=O)C. The product is [C:20]([CH2:19][N:3]1[C:4]([C:11]([O:13][CH2:14][CH3:15])=[O:12])=[CH:5][C:6]2[CH:7]3[CH2:10][CH:1]([CH2:9][CH2:8]3)[C:2]1=2)#[N:21]. The yield is 0.720. (4) The reactants are C([O:4][CH2:5][C@H:6]1[C@H:11]([C:12]2[CH:17]=[CH:16][C:15]([F:18])=[CH:14][CH:13]=2)[CH2:10][CH2:9][N:8]([C:19]([O:21][CH2:22][C:23]2[CH:28]=[CH:27][CH:26]=[CH:25][CH:24]=2)=[O:20])[CH2:7]1)(=O)C.C[O-].[Na+]. The catalyst is CO. The product is [CH2:22]([O:21][C:19]([N:8]1[CH2:9][CH2:10][C@@H:11]([C:12]2[CH:17]=[CH:16][C:15]([F:18])=[CH:14][CH:13]=2)[C@H:6]([CH2:5][OH:4])[CH2:7]1)=[O:20])[C:23]1[CH:28]=[CH:27][CH:26]=[CH:25][CH:24]=1. The yield is 0.880. (5) The reactants are [Cl:1][C:2]1[C:3]([O:12][C:13]2[CH:18]=[C:17]([O:19][CH2:20][CH2:21][O:22][CH3:23])[CH:16]=[CH:15][C:14]=2[CH2:24][CH2:25][CH2:26][NH2:27])=[N:4][CH:5]=[C:6]([C:8]([F:11])([F:10])[F:9])[CH:7]=1.N1C=CC=CC=1.[C:34]1([S:40](Cl)(=[O:42])=[O:41])[CH:39]=[CH:38][CH:37]=[CH:36][CH:35]=1.[Cl-].[NH4+]. The catalyst is C(OCC)(=O)C. The product is [Cl:1][C:2]1[C:3]([O:12][C:13]2[CH:18]=[C:17]([O:19][CH2:20][CH2:21][O:22][CH3:23])[CH:16]=[CH:15][C:14]=2[CH2:24][CH2:25][CH2:26][NH:27][S:40]([C:34]2[CH:39]=[CH:38][CH:37]=[CH:36][CH:35]=2)(=[O:42])=[O:41])=[N:4][CH:5]=[C:6]([C:8]([F:9])([F:11])[F:10])[CH:7]=1. The yield is 0.340.